This data is from NCI-60 drug combinations with 297,098 pairs across 59 cell lines. The task is: Regression. Given two drug SMILES strings and cell line genomic features, predict the synergy score measuring deviation from expected non-interaction effect. (1) Cell line: MOLT-4. Drug 2: CC12CCC3C(C1CCC2OP(=O)(O)O)CCC4=C3C=CC(=C4)OC(=O)N(CCCl)CCCl.[Na+]. Drug 1: C1=CN(C(=O)N=C1N)C2C(C(C(O2)CO)O)O.Cl. Synergy scores: CSS=65.7, Synergy_ZIP=-1.21, Synergy_Bliss=-1.69, Synergy_Loewe=-15.3, Synergy_HSA=-0.322. (2) Drug 1: C(=O)(N)NO. Drug 2: C1CN(P(=O)(OC1)NCCCl)CCCl. Cell line: MDA-MB-231. Synergy scores: CSS=0.352, Synergy_ZIP=-1.41, Synergy_Bliss=-2.82, Synergy_Loewe=-2.26, Synergy_HSA=-1.68. (3) Synergy scores: CSS=32.6, Synergy_ZIP=0.366, Synergy_Bliss=0.0889, Synergy_Loewe=-0.571, Synergy_HSA=-0.202. Drug 1: COC1=C(C=C2C(=C1)N=CN=C2NC3=CC(=C(C=C3)F)Cl)OCCCN4CCOCC4. Cell line: SW-620. Drug 2: CC1C(C(CC(O1)OC2CC(CC3=C2C(=C4C(=C3O)C(=O)C5=C(C4=O)C(=CC=C5)OC)O)(C(=O)C)O)N)O.Cl. (4) Drug 1: C1CC(=O)NC(=O)C1N2CC3=C(C2=O)C=CC=C3N. Drug 2: B(C(CC(C)C)NC(=O)C(CC1=CC=CC=C1)NC(=O)C2=NC=CN=C2)(O)O. Cell line: SF-268. Synergy scores: CSS=1.06, Synergy_ZIP=0.730, Synergy_Bliss=1.39, Synergy_Loewe=-0.579, Synergy_HSA=-0.749. (5) Drug 1: CCCS(=O)(=O)NC1=C(C(=C(C=C1)F)C(=O)C2=CNC3=C2C=C(C=N3)C4=CC=C(C=C4)Cl)F. Drug 2: COC1=C(C=C2C(=C1)N=CN=C2NC3=CC(=C(C=C3)F)Cl)OCCCN4CCOCC4. Cell line: SR. Synergy scores: CSS=32.9, Synergy_ZIP=1.22, Synergy_Bliss=4.95, Synergy_Loewe=-3.62, Synergy_HSA=5.49.